Dataset: Reaction yield outcomes from USPTO patents with 853,638 reactions. Task: Predict the reaction yield, written as a fraction of the theoretical maximum amount of product (1.0 means a 100% yield; for example, 0.34 means a 34% yield). (1) The reactants are [NH2:1][C@@H:2]([CH2:34][C:35]1[CH:40]=[CH:39][CH:38]=[CH:37][CH:36]=1)[CH2:3][C@H:4]([OH:33])[C@@H:5]([NH:20][C:21]([C@@H:23]([NH:28][C:29](=[O:32])[O:30][CH3:31])[C:24]([CH3:27])([CH3:26])[CH3:25])=[O:22])[CH2:6][C:7]1[CH:12]=[CH:11][C:10]([C:13]2[CH:18]=[CH:17][C:16]([CH3:19])=[CH:15][N:14]=2)=[CH:9][CH:8]=1.[CH3:41][O:42][C:43]([NH:45][C@@H:46]([C:50]([CH3:53])([CH3:52])[CH3:51])[C:47](O)=[O:48])=[O:44].CCOP(ON1N=NC2C=CC=CC=2C1=O)(OCC)=O.C(N(CC)C(C)C)(C)C. The catalyst is C1COCC1. The product is [CH2:34]([C@H:2]([NH:1][C:47](=[O:48])[C@H:46]([C:50]([CH3:52])([CH3:51])[CH3:53])[NH:45][C:43](=[O:44])[O:42][CH3:41])[CH2:3][C@H:4]([OH:33])[C@H:5]([CH2:6][C:7]1[CH:12]=[CH:11][C:10]([C:13]2[CH:18]=[CH:17][C:16]([CH3:19])=[CH:15][N:14]=2)=[CH:9][CH:8]=1)[NH:20][C:21](=[O:22])[C@@H:23]([NH:28][C:29](=[O:32])[O:30][CH3:31])[C:24]([CH3:26])([CH3:25])[CH3:27])[C:35]1[CH:36]=[CH:37][CH:38]=[CH:39][CH:40]=1. The yield is 0.610. (2) The reactants are [Cl-].O[NH3+:3].[C:4](=[O:7])([O-])[OH:5].[Na+].CS(C)=O.[F:13][C:14]1[CH:15]=[C:16]([C:54]#[N:55])[C:17]([C:20]2[CH:25]=[CH:24][C:23]([CH2:26][C:27]3[C:28](=[O:53])[N:29]([C@H:40]4[CH2:45][CH2:44][C@H:43]([O:46][CH:47]([CH3:52])[C:48]([OH:51])([CH3:50])[CH3:49])[CH2:42][CH2:41]4)[C:30]4[N:31]([N:36]=[C:37]([CH3:39])[N:38]=4)[C:32]=3[CH2:33][CH2:34][CH3:35])=[CH:22][CH:21]=2)=[CH:18][CH:19]=1. The catalyst is C(OCC)(=O)C. The product is [F:13][C:14]1[CH:19]=[CH:18][C:17]([C:20]2[CH:21]=[CH:22][C:23]([CH2:26][C:27]3[C:28](=[O:53])[N:29]([C@H:40]4[CH2:45][CH2:44][C@H:43]([O:46][CH:47]([CH3:52])[C:48]([OH:51])([CH3:49])[CH3:50])[CH2:42][CH2:41]4)[C:30]4[N:31]([N:36]=[C:37]([CH3:39])[N:38]=4)[C:32]=3[CH2:33][CH2:34][CH3:35])=[CH:24][CH:25]=2)=[C:16]([C:54]2[NH:3][C:4](=[O:7])[O:5][N:55]=2)[CH:15]=1. The yield is 0.560. (3) The reactants are [NH2:1][C:2]1[N:3]=[C:4]2[CH:9]=[CH:8][C:7]([O:10][C:11]3[CH:12]=[C:13]([NH:17][C:18](=[O:29])[C:19]4[CH:24]=[CH:23][CH:22]=[C:21]([C:25]([F:28])([F:27])[F:26])[CH:20]=4)[CH:14]=[CH:15][CH:16]=3)=[N:6][N:5]2[CH:30]=1.C(N(CC)CC)C.[Cl:38][C:39]1[CH:47]=[CH:46][C:42]([C:43](Cl)=[O:44])=[CH:41][N:40]=1. The catalyst is O1CCCC1. The product is [Cl:38][C:39]1[CH:47]=[CH:46][C:42]([C:43]([NH:1][C:2]2[N:3]=[C:4]3[CH:9]=[CH:8][C:7]([O:10][C:11]4[CH:16]=[CH:15][CH:14]=[C:13]([NH:17][C:18](=[O:29])[C:19]5[CH:24]=[CH:23][CH:22]=[C:21]([C:25]([F:28])([F:27])[F:26])[CH:20]=5)[CH:12]=4)=[N:6][N:5]3[CH:30]=2)=[O:44])=[CH:41][N:40]=1. The yield is 0.770. (4) The reactants are [Cl-].O[NH3+:3].[C:4](=[O:7])([O-])[OH:5].[Na+].CS(C)=O.[Si]([O:20][CH2:21][C:22]([CH3:59])([CH3:58])[O:23][C:24]1[CH:29]=[CH:28][C:27]([C:30]2[C:35](=[O:36])[N:34]([CH2:37][C:38]3[CH:43]=[CH:42][C:41]([C:44]4[C:45]([C:50]#[N:51])=[CH:46][CH:47]=[CH:48][CH:49]=4)=[CH:40][C:39]=3[F:52])[C:33]([CH2:53][CH2:54][CH3:55])=[N:32][C:31]=2[CH2:56][CH3:57])=[CH:26][CH:25]=1)(C(C)(C)C)(C)C. The catalyst is C(OCC)(=O)C. The product is [CH2:56]([C:31]1[N:32]=[C:33]([CH2:53][CH2:54][CH3:55])[N:34]([CH2:37][C:38]2[CH:43]=[CH:42][C:41]([C:44]3[CH:49]=[CH:48][CH:47]=[CH:46][C:45]=3[C:50]3[NH:51][C:4](=[O:7])[O:5][N:3]=3)=[CH:40][C:39]=2[F:52])[C:35](=[O:36])[C:30]=1[C:27]1[CH:26]=[CH:25][C:24]([O:23][C:22]([CH3:59])([CH3:58])[CH2:21][OH:20])=[CH:29][CH:28]=1)[CH3:57]. The yield is 0.820. (5) The reactants are [I:1][C:2]1[C:6]([C:7](O)=[O:8])=[CH:5][N:4]([CH:10]2[CH2:15][CH2:14][CH2:13][CH2:12][O:11]2)[N:3]=1.B.C1COCC1. The catalyst is CC(=O)OCC. The product is [I:1][C:2]1[C:6]([CH2:7][OH:8])=[CH:5][N:4]([CH:10]2[CH2:15][CH2:14][CH2:13][CH2:12][O:11]2)[N:3]=1. The yield is 0.830. (6) The reactants are [Cl:1][C:2]1[CH:3]=[N:4][CH:5]=[C:6]([C:8]#[CH:9])[CH:7]=1.[F:10][C:11]1[CH:20]=[CH:19][C:18](I)=[CH:17][C:12]=1[C:13]([NH:15][CH3:16])=[O:14].C(N(CC)CC)C. The catalyst is C1(C=CC=CC=1)[P](C1C=CC=CC=1)(C1C=CC=CC=1)[Pd][P](C1C=CC=CC=1)(C1C=CC=CC=1)C1C=CC=CC=1.[Cu]I.C1(C)C=CC=CC=1. The product is [Cl:1][C:2]1[CH:7]=[C:6]([C:8]#[C:9][C:18]2[CH:19]=[CH:20][C:11]([F:10])=[C:12]([CH:17]=2)[C:13]([NH:15][CH3:16])=[O:14])[CH:5]=[N:4][CH:3]=1. The yield is 0.720.